Task: Predict the product of the given reaction.. Dataset: Forward reaction prediction with 1.9M reactions from USPTO patents (1976-2016) (1) The product is: [ClH:1].[ClH:1].[ClH:1].[Cl:1][C:2]1[N:7]=[CH:6][C:5]([NH:8][C@H:9]2[CH:16]3[CH2:17][N:12]4[CH2:13][CH:14]([CH2:18][CH:10]2[CH2:11]4)[CH2:15]3)=[CH:4][CH:3]=1. Given the reactants [Cl:1][C:2]1[N:7]=[CH:6][C:5]([NH:8][C@H:9]2[CH:16]3[CH2:17][N:12]4[CH2:13][CH:14]([CH2:18][CH:10]2[CH2:11]4)[CH2:15]3)=[CH:4][CH:3]=1.N, predict the reaction product. (2) Given the reactants [F:1][C:2]1[CH:10]=[C:9]2[C:5]([C:6]([C:20]3[CH:21]=[N:22][C:23]([CH3:26])=[CH:24][CH:25]=3)=[CH:7][N:8]2S(C2C=CC=CC=2)(=O)=O)=[CH:4][CH:3]=1.[OH-].[Na+], predict the reaction product. The product is: [F:1][C:2]1[CH:10]=[C:9]2[C:5]([C:6]([C:20]3[CH:21]=[N:22][C:23]([CH3:26])=[CH:24][CH:25]=3)=[CH:7][NH:8]2)=[CH:4][CH:3]=1. (3) Given the reactants [CH3:1][C:2]1[N:6]([CH2:7][CH:8]2[C:21](=[O:22])[C:12]3[C:13]4[CH:14]=[CH:15][CH:16]=[CH:17][C:18]=4[N:19]([CH3:20])[C:11]=3[CH2:10][CH2:9]2)[CH:5]=[CH:4][N:3]=1.Cl.NCC(O)=O, predict the reaction product. The product is: [CH3:1][C:2]1[N:6]([CH2:7][CH:8]2[C:21](=[O:22])[C:12]3[C:13]4[CH:14]=[CH:15][CH:16]=[CH:17][C:18]=4[N:19]([CH3:20])[C:11]=3[CH2:10][CH2:9]2)[CH:5]=[CH:4][N:3]=1. (4) Given the reactants [Cl:1][C:2]1[N:3]=[CH:4][NH:5][C:6]=1[Cl:7].[OH-].[K+].[Br:10][CH2:11][C:12]1[C:17]([CH3:18])=[C:16]([CH2:19]Br)[C:15]([CH3:21])=[C:14]([CH2:22]Br)[C:13]=1[CH3:24].[Br:25][CH2:26][C:27]1[CH:36]=[CH:35][C:34]2[C:29](=[CH:30][CH:31]=[CH:32][CH:33]=2)[CH:28]=1.[CH2:37]1[CH2:41]O[CH2:39][CH2:38]1, predict the reaction product. The product is: [Br-:10].[CH3:24][C:13]1[C:12]([CH2:11][N+:3]2[C:2]([Cl:1])=[C:6]([Cl:7])[N:5]([CH2:26][C:27]3[CH:36]=[CH:35][C:34]4[C:29](=[CH:30][CH:31]=[CH:32][CH:33]=4)[CH:28]=3)[CH:4]=2)=[C:17]([CH3:18])[C:16]([CH2:19][N+:3]2[C:2]([Cl:1])=[C:6]([Cl:7])[N:5]([CH2:39][C:38]3[CH:34]=[CH:33][C:32]4[C:41](=[CH:41][CH:37]=[CH:38][CH:39]=4)[CH:37]=3)[CH:4]=2)=[C:15]([CH3:21])[C:14]=1[CH2:22][N+:3]1[C:2]([Cl:1])=[C:6]([Cl:7])[N:5]([CH2:41][C:37]2[CH:31]=[CH:30][C:29]3[C:39](=[CH:35][CH:36]=[CH:27][CH:28]=3)[CH:38]=2)[CH:4]=1.[Br-:25].[Br-:10]. (5) Given the reactants [CH3:1][C:2]1([C:7]2[O:11][C:10]([CH2:12][N:13]3[CH:17]=[C:16]([NH2:18])[CH:15]=[N:14]3)=[CH:9][CH:8]=2)[O:6]CCO1.[F:19][C:20]1[CH:25]=[C:24]([C:26]2[O:30][CH:29]=[N:28][C:27]=2[C:31](O)=[O:32])[CH:23]=[CH:22][N:21]=1, predict the reaction product. The product is: [C:2]([C:7]1[O:11][C:10]([CH2:12][N:13]2[CH:17]=[C:16]([NH:18][C:31]([C:27]3[N:28]=[CH:29][O:30][C:26]=3[C:24]3[CH:23]=[CH:22][N:21]=[C:20]([F:19])[CH:25]=3)=[O:32])[CH:15]=[N:14]2)=[CH:9][CH:8]=1)(=[O:6])[CH3:1]. (6) The product is: [Cl:17][C:14]1[CH:15]=[CH:16][C:11]([C:4]2[CH:3]=[C:2]([CH:19]3[CH2:21][CH2:20]3)[N:7]3[N:8]=[CH:9][C:10]([C:27]([OH:26])=[O:36])=[C:6]3[N:5]=2)=[CH:12][CH:13]=1. Given the reactants Cl[C:2]1[N:7]2[N:8]=[CH:9][CH:10]=[C:6]2[N:5]=[C:4]([C:11]2[CH:16]=[CH:15][C:14]([Cl:17])=[CH:13][CH:12]=2)[CH:3]=1.[Cl-].[CH:19]1([Zn+])[CH2:21][CH2:20]1.C1[CH2:27][O:26]CC1.C1([Mg]Br)CC1.C1C[O:36]CC1.[Cl-].[NH4+], predict the reaction product. (7) Given the reactants N(C(OCC)=O)=NC(OCC)=O.[Br:13][C:14]1[CH:15]=[N:16][C:17]2[C:22]([C:23]=1[OH:24])=[N:21][C:20]([O:25][CH3:26])=[CH:19][CH:18]=2.[CH2:27](O)[C:28]1[CH:33]=[CH:32][CH:31]=[CH:30][CH:29]=1.C1(P(C2C=CC=CC=2)C2C=CC=CC=2)C=CC=CC=1, predict the reaction product. The product is: [CH2:27]([O:24][C:23]1[C:14]([Br:13])=[CH:15][N:16]=[C:17]2[C:22]=1[N:21]=[C:20]([O:25][CH3:26])[CH:19]=[CH:18]2)[C:28]1[CH:33]=[CH:32][CH:31]=[CH:30][CH:29]=1. (8) Given the reactants [Mg].Br[C:3]1[CH:8]=[CH:7][CH:6]=[C:5]([CH2:9][CH3:10])[CH:4]=1.[C:11](=[O:13])=[O:12], predict the reaction product. The product is: [CH2:9]([C:5]1[CH:4]=[C:3]([CH:8]=[CH:7][CH:6]=1)[C:11]([OH:13])=[O:12])[CH3:10]. (9) Given the reactants [C:1]([N:6]1[C:10](=[O:11])[C:9]2=[CH:12][CH:13]=[CH:14][CH:15]=[C:8]2[C:7]1=[O:16])(OCC)=O.NC[CH2:19][C:20]1[N:24]=[CH:23][NH:22][CH:21]=1.C([O-])([O-])=O.[Na+].[Na+], predict the reaction product. The product is: [NH:22]1[CH:21]=[C:20]([CH2:19][CH2:1][N:6]2[C:7](=[O:16])[C:8]3[C:9](=[CH:12][CH:13]=[CH:14][CH:15]=3)[C:10]2=[O:11])[N:24]=[CH:23]1.